Predict the reactants needed to synthesize the given product. From a dataset of Full USPTO retrosynthesis dataset with 1.9M reactions from patents (1976-2016). (1) The reactants are: [CH3:1][O:2][C:3](=[O:18])[C:4]1[CH:9]=[C:8]([CH:10]=[O:11])[CH:7]=[C:6]([CH3:12])[C:5]=1[O:13][CH:14]1[CH2:17][CH2:16][CH2:15]1.[BH4-].[Na+]. Given the product [CH3:1][O:2][C:3](=[O:18])[C:4]1[CH:9]=[C:8]([CH2:10][OH:11])[CH:7]=[C:6]([CH3:12])[C:5]=1[O:13][CH:14]1[CH2:15][CH2:16][CH2:17]1, predict the reactants needed to synthesize it. (2) The reactants are: Br[CH2:2][C:3]1[CH:8]=[C:7]([N+:9]([O-:11])=[O:10])[CH:6]=[CH:5][C:4]=1[F:12].[CH3:13][OH:14]. Given the product [F:12][C:4]1[CH:5]=[CH:6][C:7]([N+:9]([O-:11])=[O:10])=[CH:8][C:3]=1[CH2:2][O:14][CH3:13], predict the reactants needed to synthesize it. (3) Given the product [CH:8]([C:6]1[C:5]2[C:10]([O:32][CH3:33])=[N:11][N:12]([C:13]([C:26]3[CH:27]=[CH:28][CH:29]=[CH:30][CH:31]=3)([C:14]3[CH:19]=[CH:18][CH:17]=[CH:16][CH:15]=3)[C:20]3[CH:21]=[CH:22][CH:23]=[CH:24][CH:25]=3)[C:4]=2[CH:3]=[C:2]([NH:45][C:46]([NH:48][C@@H:49]([C:51]2[CH:56]=[CH:55][CH:54]=[CH:53][CH:52]=2)[CH3:50])=[O:47])[N:7]=1)=[O:9], predict the reactants needed to synthesize it. The reactants are: Cl[C:2]1[N:7]=[C:6]([CH:8]=[O:9])[C:5]2[C:10]([O:32][CH3:33])=[N:11][N:12]([C:13]([C:26]3[CH:31]=[CH:30][CH:29]=[CH:28][CH:27]=3)([C:20]3[CH:25]=[CH:24][CH:23]=[CH:22][CH:21]=3)[C:14]3[CH:19]=[CH:18][CH:17]=[CH:16][CH:15]=3)[C:4]=2[CH:3]=1.COC1C2C=NC([NH:45][C:46]([NH:48][C@@H:49]([C:51]3[CH:56]=[CH:55][CH:54]=[CH:53][CH:52]=3)[CH3:50])=[O:47])=CC=2N(C(C2C=CC=CC=2)(C2C=CC=CC=2)C2C=CC=CC=2)N=1. (4) Given the product [CH:46]1([N:50]2[CH2:55][CH2:54][C@H:53]([CH3:56])[N:52]3[C:57](=[O:85])[C:58]4[N:59]([CH:61]=[C:62]([C:74]([NH:76][CH2:77][C:78]5[CH:83]=[CH:82][C:81]([F:84])=[CH:80][CH:79]=5)=[O:75])[C:63](=[O:73])[C:64]=4[OH:65])[CH2:60][C@@H:51]23)[CH2:47][CH2:48][CH2:49]1, predict the reactants needed to synthesize it. The reactants are: COC(C1N(CC=O)C=C(C(=O)NCC2C=CC(F)=CC=2)C(=O)C=1OCC1C=CC=CC=1)=O.Cl.Cl.N[C@@H](C)CCNC1CCC1.[CH:46]1([N:50]2[CH2:55][CH2:54][C@H:53]([CH3:56])[N:52]3[C:57](=[O:85])[C:58]4[N:59]([CH:61]=[C:62]([C:74]([NH:76][CH2:77][C:78]5[CH:83]=[CH:82][C:81]([F:84])=[CH:80][CH:79]=5)=[O:75])[C:63](=[O:73])[C:64]=4[O:65]CC4C=CC=CC=4)[CH2:60][C@@H:51]23)[CH2:49][CH2:48][CH2:47]1. (5) Given the product [O:18]1[CH2:17][CH2:16][N:15]([C@H:12]2[CH2:11][CH2:10][C@H:9]([NH2:8])[CH2:14][CH2:13]2)[CH2:20][CH2:19]1, predict the reactants needed to synthesize it. The reactants are: C([N:8](CC1C=CC=CC=1)[C@H:9]1[CH2:14][CH2:13][C@H:12]([N:15]2[CH2:20][CH2:19][O:18][CH2:17][CH2:16]2)[CH2:11][CH2:10]1)C1C=CC=CC=1.